From a dataset of Peptide-MHC class II binding affinity with 134,281 pairs from IEDB. Regression. Given a peptide amino acid sequence and an MHC pseudo amino acid sequence, predict their binding affinity value. This is MHC class II binding data. The peptide sequence is YDKFLANVSTMLTGK. The MHC is DRB1_0404 with pseudo-sequence DRB1_0404. The binding affinity (normalized) is 0.760.